This data is from NCI-60 drug combinations with 297,098 pairs across 59 cell lines. The task is: Regression. Given two drug SMILES strings and cell line genomic features, predict the synergy score measuring deviation from expected non-interaction effect. (1) Drug 1: CC1CCC2CC(C(=CC=CC=CC(CC(C(=O)C(C(C(=CC(C(=O)CC(OC(=O)C3CCCCN3C(=O)C(=O)C1(O2)O)C(C)CC4CCC(C(C4)OC)OCCO)C)C)O)OC)C)C)C)OC. Drug 2: CS(=O)(=O)CCNCC1=CC=C(O1)C2=CC3=C(C=C2)N=CN=C3NC4=CC(=C(C=C4)OCC5=CC(=CC=C5)F)Cl. Cell line: PC-3. Synergy scores: CSS=9.80, Synergy_ZIP=0.503, Synergy_Bliss=6.02, Synergy_Loewe=6.27, Synergy_HSA=6.18. (2) Drug 1: CCC1=CC2CC(C3=C(CN(C2)C1)C4=CC=CC=C4N3)(C5=C(C=C6C(=C5)C78CCN9C7C(C=CC9)(C(C(C8N6C)(C(=O)OC)O)OC(=O)C)CC)OC)C(=O)OC.C(C(C(=O)O)O)(C(=O)O)O. Drug 2: C1C(C(OC1N2C=NC3=C(N=C(N=C32)Cl)N)CO)O. Cell line: MALME-3M. Synergy scores: CSS=40.9, Synergy_ZIP=7.25, Synergy_Bliss=8.25, Synergy_Loewe=2.62, Synergy_HSA=8.31. (3) Drug 1: CCC1(CC2CC(C3=C(CCN(C2)C1)C4=CC=CC=C4N3)(C5=C(C=C6C(=C5)C78CCN9C7C(C=CC9)(C(C(C8N6C=O)(C(=O)OC)O)OC(=O)C)CC)OC)C(=O)OC)O.OS(=O)(=O)O. Drug 2: CCCCC(=O)OCC(=O)C1(CC(C2=C(C1)C(=C3C(=C2O)C(=O)C4=C(C3=O)C=CC=C4OC)O)OC5CC(C(C(O5)C)O)NC(=O)C(F)(F)F)O. Cell line: MDA-MB-231. Synergy scores: CSS=34.9, Synergy_ZIP=-1.48, Synergy_Bliss=2.83, Synergy_Loewe=3.48, Synergy_HSA=4.18. (4) Drug 2: CC1=CC=C(C=C1)C2=CC(=NN2C3=CC=C(C=C3)S(=O)(=O)N)C(F)(F)F. Drug 1: C1CC(=O)NC(=O)C1N2CC3=C(C2=O)C=CC=C3N. Synergy scores: CSS=10.1, Synergy_ZIP=-1.26, Synergy_Bliss=4.49, Synergy_Loewe=4.85, Synergy_HSA=3.18. Cell line: NCI-H460. (5) Drug 1: CCCS(=O)(=O)NC1=C(C(=C(C=C1)F)C(=O)C2=CNC3=C2C=C(C=N3)C4=CC=C(C=C4)Cl)F. Synergy scores: CSS=-1.24, Synergy_ZIP=0.947, Synergy_Bliss=-1.05, Synergy_Loewe=-5.14, Synergy_HSA=-5.08. Cell line: NCI-H226. Drug 2: CCN(CC)CCNC(=O)C1=C(NC(=C1C)C=C2C3=C(C=CC(=C3)F)NC2=O)C. (6) Drug 1: CC(C)(C#N)C1=CC(=CC(=C1)CN2C=NC=N2)C(C)(C)C#N. Drug 2: CCC1(C2=C(COC1=O)C(=O)N3CC4=CC5=C(C=CC(=C5CN(C)C)O)N=C4C3=C2)O.Cl. Cell line: COLO 205. Synergy scores: CSS=56.4, Synergy_ZIP=6.99, Synergy_Bliss=6.03, Synergy_Loewe=5.71, Synergy_HSA=9.16.